From a dataset of Full USPTO retrosynthesis dataset with 1.9M reactions from patents (1976-2016). Predict the reactants needed to synthesize the given product. (1) Given the product [F:20][C:14]1[CH:15]=[CH:16][C:17]([F:19])=[CH:18][C:13]=1[CH2:12][CH:6]1[C:5]2[C:10](=[N:11][CH:2]=[CH:3][CH:4]=2)[NH:9][CH2:8][CH2:7]1, predict the reactants needed to synthesize it. The reactants are: Br[C:2]1[N:11]=[C:10]2[C:5]([C:6](=[CH:12][C:13]3[CH:18]=[C:17]([F:19])[CH:16]=[CH:15][C:14]=3[F:20])[CH2:7][CH2:8][NH:9]2)=[CH:4][CH:3]=1. (2) Given the product [C:1]([C:3]1[C:8]([NH:11][C@H:12]2[CH2:17][CH2:16][C@H:15]([OH:18])[CH2:14][CH2:13]2)=[CH:7][C:6]([F:10])=[CH:5][N:4]=1)#[N:2], predict the reactants needed to synthesize it. The reactants are: [C:1]([C:3]1[C:8](F)=[CH:7][C:6]([F:10])=[CH:5][N:4]=1)#[N:2].[NH2:11][C@H:12]1[CH2:17][CH2:16][C@H:15]([OH:18])[CH2:14][CH2:13]1.C(=O)([O-])[O-].[K+].[K+].O. (3) Given the product [Cl:20][C:16]1[C:15]([O:21][CH3:22])=[C:14]([N:11]2[CH2:10][CH2:9][NH:8][CH2:13][CH2:12]2)[CH:19]=[CH:18][CH:17]=1, predict the reactants needed to synthesize it. The reactants are: C(OC([N:8]1[CH2:13][CH2:12][N:11]([C:14]2[CH:19]=[CH:18][CH:17]=[C:16]([Cl:20])[C:15]=2[O:21][CH3:22])[CH2:10][CH2:9]1)=O)(C)(C)C.C(O)(C(F)(F)F)=O. (4) Given the product [C:31]([NH:35][S:36]([C:39]1[CH:40]=[CH:41][CH:42]=[C:43]([C:2]2[CH:7]=[C:6]([C:8]3[N:13]=[C:12]([C:14]([F:17])([F:16])[F:15])[CH:11]=[C:10]([C:18]4[CH:23]=[CH:22][C:21]([C:24]([F:27])([F:26])[F:25])=[C:20]([O:28][CH2:29][CH3:30])[CH:19]=4)[N:9]=3)[CH:5]=[CH:4][N:3]=2)[CH:44]=1)(=[O:38])=[O:37])([CH3:34])([CH3:32])[CH3:33], predict the reactants needed to synthesize it. The reactants are: Cl[C:2]1[CH:7]=[C:6]([C:8]2[N:13]=[C:12]([C:14]([F:17])([F:16])[F:15])[CH:11]=[C:10]([C:18]3[CH:23]=[CH:22][C:21]([C:24]([F:27])([F:26])[F:25])=[C:20]([O:28][CH2:29][CH3:30])[CH:19]=3)[N:9]=2)[CH:5]=[CH:4][N:3]=1.[C:31]([NH:35][S:36]([C:39]1[CH:40]=[C:41](B(O)O)[CH:42]=[CH:43][CH:44]=1)(=[O:38])=[O:37])([CH3:34])([CH3:33])[CH3:32]. (5) Given the product [OH:21][C:13]12[CH2:19][CH:17]3[CH2:16][CH:15]([CH2:20][C:11]([C:6]([O:5][C:1](=[O:4])[CH:2]=[CH2:3])([CH3:10])[CH:7]([CH3:8])[CH3:9])([CH2:18]3)[CH2:12]1)[CH2:14]2, predict the reactants needed to synthesize it. The reactants are: [C:1]([O:5][C:6]([C:11]12[CH2:20][CH:15]3[CH2:16][CH:17]([CH2:19][CH:13]([CH2:14]3)[CH2:12]1)[CH2:18]2)([CH3:10])[CH:7]([CH3:9])[CH3:8])(=[O:4])[CH:2]=[CH2:3].[O:21]=O. (6) Given the product [CH3:20][C:3]1[C:2]([NH:21][C:22]2[S:23][C:24]([C:27]#[N:28])=[CH:25][N:26]=2)=[N:7][C:6]([N:8]2[CH2:12][CH2:11][CH2:10][C@H:9]2[C:13]2[CH:18]=[CH:17][C:16]([CH3:19])=[CH:15][CH:14]=2)=[CH:5][N:4]=1, predict the reactants needed to synthesize it. The reactants are: Cl[C:2]1[C:3]([CH3:20])=[N:4][CH:5]=[C:6]([N:8]2[CH2:12][CH2:11][CH2:10][C@H:9]2[C:13]2[CH:18]=[CH:17][C:16]([CH3:19])=[CH:15][CH:14]=2)[N:7]=1.[NH2:21][C:22]1[S:23][C:24]([C:27]#[N:28])=[CH:25][N:26]=1.CC(C1C=C(C(C)C)C(C2C=CC=CC=2P(C2CCCCC2)C2CCCCC2)=C(C(C)C)C=1)C.P([O-])([O-])([O-])=O.[K+].[K+].[K+].